This data is from Catalyst prediction with 721,799 reactions and 888 catalyst types from USPTO. The task is: Predict which catalyst facilitates the given reaction. (1) Reactant: [CH3:1][O:2][C:3]1[CH:4]=[CH:5][C:6]2[C:14](=[O:15])[CH2:13][CH2:12][CH2:11][CH2:10][C:9](=[O:16])[NH:8][C:7]=2[CH:17]=1.O=S(Cl)Cl.[O:22]1CCOC[CH2:23]1. Product: [NH2:8][C:7]1[CH:17]=[C:3]([O:2][CH3:1])[CH:4]=[CH:5][C:6]=1[C:14](=[O:15])[CH2:13][CH2:12][CH2:11][CH2:10][C:9]([O:22][CH3:23])=[O:16]. The catalyst class is: 209. (2) Reactant: C([O-])([O-])=O.[K+].[K+].[O:7]=[C:8]1[C@@H:14]([N:15](C)[C:16](=O)C(F)(F)F)[CH2:13][CH2:12][S:11][C@H:10]2[CH2:23][CH2:24][CH2:25][C@@H:26]([C:27]([O:29][CH3:30])=[O:28])[N:9]12. Product: [CH3:16][NH:15][C@H:14]1[CH2:13][CH2:12][S:11][C@H:10]2[CH2:23][CH2:24][CH2:25][C@@H:26]([C:27]([O:29][CH3:30])=[O:28])[N:9]2[C:8]1=[O:7]. The catalyst class is: 72. (3) Reactant: CON(C)[C:4]([C:6]1[C:15](=[O:16])[C:14]2[C:9](=[CH:10][CH:11]=[CH:12][CH:13]=2)[N:8]([CH2:17][C:18]2[CH:23]=[CH:22][CH:21]=[C:20]([Br:24])[N:19]=2)[CH:7]=1)=[O:5].[Cl:26][C:27]1[CH:28]=[C:29]([Mg]Br)[CH:30]=[CH:31][C:32]=1[Cl:33]. Product: [Br:24][C:20]1[N:19]=[C:18]([CH2:17][N:8]2[C:9]3[C:14](=[CH:13][CH:12]=[CH:11][CH:10]=3)[C:15](=[O:16])[C:6]([C:4](=[O:5])[C:29]3[CH:30]=[CH:31][C:32]([Cl:33])=[C:27]([Cl:26])[CH:28]=3)=[CH:7]2)[CH:23]=[CH:22][CH:21]=1. The catalyst class is: 1. (4) Reactant: [OH:1][C:2]1[CH:7]=[CH:6][C:5]([CH2:8][NH:9][C:10](=[O:18])[C:11]2[CH:16]=[CH:15][CH:14]=[N:13][C:12]=2[NH2:17])=[CH:4][CH:3]=1.[CH3:19][O:20][C:21]1[CH:28]=[CH:27][CH:26]=[CH:25][C:22]=1[CH2:23]Cl.C(=O)([O-])[O-].[Cs+].[Cs+].CN(C=O)C. Product: [CH3:19][O:20][C:21]1[CH:28]=[CH:27][CH:26]=[CH:25][C:22]=1[CH2:23][O:1][C:2]1[CH:3]=[CH:4][C:5]([CH2:8][NH:9][C:10](=[O:18])[C:11]2[CH:16]=[CH:15][CH:14]=[N:13][C:12]=2[NH2:17])=[CH:6][CH:7]=1. The catalyst class is: 6.